From a dataset of Peptide-MHC class I binding affinity with 185,985 pairs from IEDB/IMGT. Regression. Given a peptide amino acid sequence and an MHC pseudo amino acid sequence, predict their binding affinity value. This is MHC class I binding data. (1) The peptide sequence is IPTNFSISI. The MHC is HLA-B54:01 with pseudo-sequence HLA-B54:01. The binding affinity (normalized) is 0.639. (2) The peptide sequence is SSDLRSWTF. The MHC is HLA-A02:12 with pseudo-sequence HLA-A02:12. The binding affinity (normalized) is 0.0847. (3) The peptide sequence is SWHHTSDDF. The binding affinity (normalized) is 0.0847. The MHC is HLA-B18:01 with pseudo-sequence HLA-B18:01. (4) The peptide sequence is IVDCLTEMYY. The MHC is HLA-A01:01 with pseudo-sequence HLA-A01:01. The binding affinity (normalized) is 0.740. (5) The peptide sequence is QFKQKALGLL. The MHC is Patr-A0901 with pseudo-sequence Patr-A0901. The binding affinity (normalized) is 0.278. (6) The peptide sequence is ISDESYRVY. The MHC is HLA-A01:01 with pseudo-sequence HLA-A01:01. The binding affinity (normalized) is 0.519.